From a dataset of Catalyst prediction with 721,799 reactions and 888 catalyst types from USPTO. Predict which catalyst facilitates the given reaction. (1) Reactant: [N+:1]([C:4]1[N:5]=[CH:6][N:7]2[C:11]([C:12]([F:15])([F:14])[F:13])=[C:10]([C:16]([O:18][CH2:19][CH3:20])=[O:17])[S:9][C:8]=12)([O-])=O.O.[H][H]. Product: [NH2:1][C:4]1[N:5]=[CH:6][N:7]2[C:11]([C:12]([F:15])([F:14])[F:13])=[C:10]([C:16]([O:18][CH2:19][CH3:20])=[O:17])[S:9][C:8]=12. The catalyst class is: 78. (2) Product: [C:31]([O:30][C:28]([N:24]1[CH2:25][CH2:26][CH2:27][C@@H:22]([O:21][C:15]2[CH:16]=[C:17]([F:20])[CH:18]=[CH:19][C:14]=2[NH:13][C:12]2[C:7]3[C:6]([CH3:36])=[C:5]([C:3]([OH:4])=[O:2])[S:35][C:8]=3[N:9]=[CH:10][N:11]=2)[CH2:23]1)=[O:29])([CH3:34])([CH3:32])[CH3:33]. The catalyst class is: 92. Reactant: C[O:2][C:3]([C:5]1[S:35][C:8]2[N:9]=[CH:10][N:11]=[C:12]([NH:13][C:14]3[CH:19]=[CH:18][C:17]([F:20])=[CH:16][C:15]=3[O:21][C@@H:22]3[CH2:27][CH2:26][CH2:25][N:24]([C:28]([O:30][C:31]([CH3:34])([CH3:33])[CH3:32])=[O:29])[CH2:23]3)[C:7]=2[C:6]=1[CH3:36])=[O:4].[OH-].[Na+]. (3) The catalyst class is: 5. Product: [O:22]=[C:9]1[N:10]([CH2:11][CH2:12][S:13][C:14]2[S:15][CH:16]=[C:17]([C:18]([OH:19])=[O:20])[N:21]=2)[C@@H:6](/[CH:5]=[CH:4]/[CH2:3][C@@:2]([OH:30])([CH3:1])[CH2:23][CH2:24][CH2:25][C:26]([F:27])([F:29])[F:28])[CH2:7][O:8]1. Reactant: [CH3:1][C@:2]1([CH2:23][CH2:24][CH2:25][C:26]([F:29])([F:28])[F:27])[O:19][C:18](=[O:20])[C:17]2[N:21]=[C:14]([S:15][CH:16]=2)[S:13][CH2:12][CH2:11][N:10]2[C@H:6]([CH2:7][O:8][C:9]2=[O:22])[CH:5]=[CH:4][CH2:3]1.[OH:30][C@@H](C(C)(C)CCCC)/C=C/[C@H]1COC(=O)N1CCSC1SC=C(C(OCC)=O)N=1.O1CCCC1. (4) Reactant: [C:1]([O:5][C:6](=[O:32])[CH2:7][C@@H:8]([C:16]1[O:20][N:19]=[C:18]([CH3:21])[C:17]=1[C:22]1[CH:30]=[CH:29][C:28]([Cl:31])=[CH:27][C:23]=1[C:24]([O-:26])=[O:25])[NH:9][S@](C(C)(C)C)=O)([CH3:4])([CH3:3])[CH3:2].Cl.O1CCOC[CH2:35]1. Product: [NH2:9][C@H:8]([C:16]1[O:20][N:19]=[C:18]([CH3:21])[C:17]=1[C:22]1[CH:30]=[CH:29][C:28]([Cl:31])=[CH:27][C:23]=1[C:24]([O:26][CH3:35])=[O:25])[CH2:7][C:6]([O:5][C:1]([CH3:4])([CH3:3])[CH3:2])=[O:32]. The catalyst class is: 5. (5) The catalyst class is: 228. Product: [NH2:1][C:2]1[C:3]2[C:13]([O:14][CH2:15][CH:16]3[CH2:17][CH2:18][CH2:19][CH2:20]3)=[CH:12][C:11]([CH2:21][CH2:22][NH:23][S:25]([CH3:24])(=[O:27])=[O:26])=[CH:10][C:4]=2[S:5][C:6]=1[C:7]([NH2:9])=[O:8]. Reactant: [NH2:1][C:2]1[C:3]2[C:13]([O:14][CH2:15][CH:16]3[CH2:20][CH2:19][CH2:18][CH2:17]3)=[CH:12][C:11]([CH2:21][CH2:22][NH2:23])=[CH:10][C:4]=2[S:5][C:6]=1[C:7]([NH2:9])=[O:8].[CH3:24][S:25](Cl)(=[O:27])=[O:26]. (6) Reactant: [C:1]([C:9]1[CH:14]=[CH:13][CH:12]=[CH:11][CH:10]=1)(=[O:8])[C:2]1[CH:7]=[CH:6][CH:5]=[CH:4][CH:3]=1.[CH:15](OC)(OC)[O:16]C.O.[CH3:23]O. Product: [CH3:23][O:8][C:1]([O:16][CH3:15])([C:9]1[CH:14]=[CH:13][CH:12]=[CH:11][CH:10]=1)[C:2]1[CH:7]=[CH:6][CH:5]=[CH:4][CH:3]=1. The catalyst class is: 519. (7) Reactant: [CH3:1][O:2][C:3]1[CH:4]=[C:5]([OH:13])[C:6](=[CH:11][CH:12]=1)[C:7]([O:9][CH3:10])=[O:8].C([O-])([O-])=O.[Cs+].[Cs+].[CH2:20](Br)[CH:21]=[CH2:22]. The catalyst class is: 25. Product: [CH2:22]([O:13][C:5]1[CH:4]=[C:3]([O:2][CH3:1])[CH:12]=[CH:11][C:6]=1[C:7]([O:9][CH3:10])=[O:8])[CH:21]=[CH2:20]. (8) Reactant: C([O:3][C:4](=[O:27])[CH2:5][CH2:6][N:7]1[C:13](=[O:14])[CH2:12][CH2:11][N:10]([C:15](=[O:26])/[CH:16]=[CH:17]/[C:18]2[CH:23]=[CH:22][C:21]([Cl:24])=[C:20]([Cl:25])[CH:19]=2)[CH2:9][CH2:8]1)C.[OH-].[Li+].OS([O-])(=O)=O.[K+]. Product: [Cl:25][C:20]1[CH:19]=[C:18](/[CH:17]=[CH:16]/[C:15]([N:10]2[CH2:11][CH2:12][C:13](=[O:14])[N:7]([CH2:6][CH2:5][C:4]([OH:27])=[O:3])[CH2:8][CH2:9]2)=[O:26])[CH:23]=[CH:22][C:21]=1[Cl:24]. The catalyst class is: 214.